Dataset: Peptide-MHC class I binding affinity with 185,985 pairs from IEDB/IMGT. Task: Regression. Given a peptide amino acid sequence and an MHC pseudo amino acid sequence, predict their binding affinity value. This is MHC class I binding data. (1) The peptide sequence is QVIEYLKPY. The MHC is HLA-A80:01 with pseudo-sequence HLA-A80:01. The binding affinity (normalized) is 0.406. (2) The peptide sequence is WFREDRSPV. The MHC is HLA-A69:01 with pseudo-sequence HLA-A69:01. The binding affinity (normalized) is 0.0847. (3) The peptide sequence is EIFSMMVSSF. The MHC is HLA-A29:02 with pseudo-sequence HLA-A29:02. The binding affinity (normalized) is 0.332. (4) The peptide sequence is TIPLFCATK. The MHC is Mamu-B6601 with pseudo-sequence Mamu-B6601. The binding affinity (normalized) is 0.968. (5) The peptide sequence is FPASHMATY. The MHC is HLA-B15:17 with pseudo-sequence HLA-B15:17. The binding affinity (normalized) is 0.0847. (6) The peptide sequence is AFNCTFEYI. The MHC is HLA-A29:02 with pseudo-sequence HLA-A29:02. The binding affinity (normalized) is 0.466. (7) The peptide sequence is SSMLNIMNRR. The MHC is HLA-A31:01 with pseudo-sequence HLA-A31:01. The binding affinity (normalized) is 0.707. (8) The peptide sequence is SDYLELDTY. The MHC is Patr-B2401 with pseudo-sequence Patr-B2401. The binding affinity (normalized) is 0. (9) The peptide sequence is EEDAAVDDL. The MHC is HLA-A26:01 with pseudo-sequence HLA-A26:01. The binding affinity (normalized) is 0.0847.